Dataset: Catalyst prediction with 721,799 reactions and 888 catalyst types from USPTO. Task: Predict which catalyst facilitates the given reaction. (1) The catalyst class is: 6. Product: [CH2:30]([O:29][NH:28][C:26]([CH:16]1[C:15]2[C:10](=[CH:11][CH:12]=[CH:13][CH:14]=2)[C:9](=[O:37])[N:8]([CH:3]2[CH2:4][CH2:5][CH2:6][CH2:7][CH:2]2[NH:1][S:45]([CH3:44])(=[O:47])=[O:46])[CH:17]1[C:18]1[CH:23]=[CH:22][C:21]([Cl:24])=[CH:20][C:19]=1[Cl:25])=[O:27])[C:31]1[CH:32]=[CH:33][CH:34]=[CH:35][CH:36]=1. Reactant: [NH2:1][CH:2]1[CH2:7][CH2:6][CH2:5][CH2:4][CH:3]1[N:8]1[CH:17]([C:18]2[CH:23]=[CH:22][C:21]([Cl:24])=[CH:20][C:19]=2[Cl:25])[CH:16]([C:26]([NH:28][O:29][CH2:30][C:31]2[CH:36]=[CH:35][CH:34]=[CH:33][CH:32]=2)=[O:27])[C:15]2[C:10](=[CH:11][CH:12]=[CH:13][CH:14]=2)[C:9]1=[O:37].N1C=CC=CC=1.[CH3:44][S:45](Cl)(=[O:47])=[O:46].C(OCC)(=O)C. (2) Reactant: [CH:1]1([C:4]2[C:5]([N:26]3[CH2:31][CH2:30][CH2:29][C@H:28]([NH:32]C(=O)OC(C)(C)C)[CH2:27]3)=[N:6][C:7]([N:10]3[C:18]4[CH:17]=[C:16]([C:19]5[CH:24]=[N:23][CH:22]=[C:21]([CH3:25])[N:20]=5)[N:15]=[CH:14][C:13]=4[CH:12]=[N:11]3)=[CH:8][CH:9]=2)[CH2:3][CH2:2]1.Cl. Product: [CH:1]1([C:4]2[C:5]([N:26]3[CH2:31][CH2:30][CH2:29][C@H:28]([NH2:32])[CH2:27]3)=[N:6][C:7]([N:10]3[C:18]4[CH:17]=[C:16]([C:19]5[CH:24]=[N:23][CH:22]=[C:21]([CH3:25])[N:20]=5)[N:15]=[CH:14][C:13]=4[CH:12]=[N:11]3)=[CH:8][CH:9]=2)[CH2:2][CH2:3]1. The catalyst class is: 71. (3) Reactant: [Cl:1][C:2]1[CH:7]=[C:6]([Cl:8])[CH:5]=[CH:4][C:3]=1[CH2:9][NH2:10].[CH2:11]([O:13][CH:14]([O:19][CH2:20][CH3:21])[C:15](=[NH:18])OC)[CH3:12]. Product: [Cl:1][C:2]1[CH:7]=[C:6]([Cl:8])[CH:5]=[CH:4][C:3]=1[CH2:9][NH:10][C:15](=[NH:18])[CH:14]([O:19][CH2:20][CH3:21])[O:13][CH2:11][CH3:12]. The catalyst class is: 5. (4) Reactant: O.NN.[C:4]([O:8][C:9]([N:11]1[CH2:16][CH2:15][N:14]([C:17]([CH2:26][N:27]2C(=O)C3C(=CC=CC=3)C2=O)([C:22]([O:24][CH3:25])=[O:23])[C:18]([O:20][CH3:21])=[O:19])[CH2:13][CH2:12]1)=[O:10])([CH3:7])([CH3:6])[CH3:5]. Product: [NH2:27][CH2:26][C:17]([N:14]1[CH2:13][CH2:12][N:11]([C:9]([O:8][C:4]([CH3:7])([CH3:6])[CH3:5])=[O:10])[CH2:16][CH2:15]1)([C:18]([O:20][CH3:21])=[O:19])[C:22]([O:24][CH3:25])=[O:23]. The catalyst class is: 5. (5) Reactant: [N:1]1([C:7]2[S:8]/[C:9](=[CH:13]\[C:14]3[CH:19]=[CH:18][C:17]([F:20])=[CH:16][C:15]=3[OH:21])/[C:10](=[O:12])[N:11]=2)[CH2:6][CH2:5][CH2:4][CH2:3][NH:2]1.C(=O)([O-])[O-].[K+].[K+].[O:28]1[CH2:32][CH2:31][CH2:30][N:29]1[C:33]([Cl:35])=[O:34].Cl.O1CCCN1. Product: [ClH:35].[O:28]1[CH2:32][CH2:31][CH2:30][N:29]1[C:33]([O:21][C:15]1[CH:16]=[C:17]([F:20])[CH:18]=[CH:19][C:14]=1/[CH:13]=[C:9]1\[C:10](=[O:12])[N:11]=[C:7]([N:1]2[CH2:6][CH2:5][CH2:4][CH2:3][NH:2]2)[S:8]\1)=[O:34]. The catalyst class is: 10. (6) Reactant: [OH:1][CH2:2][CH2:3][CH2:4][Si:5]([C:18]1[CH:23]=[CH:22][CH:21]=[CH:20][CH:19]=1)([C:12]1[CH:17]=[CH:16][CH:15]=[CH:14][CH:13]=1)[C:6]1[CH:11]=[CH:10][CH:9]=[CH:8][CH:7]=1.C(N(CC)CC)C.[C:31](Cl)(=[O:35])[C:32]([CH3:34])=[CH2:33]. Product: [C:31]([O:1][CH2:2][CH2:3][CH2:4][Si:5]([C:18]1[CH:23]=[CH:22][CH:21]=[CH:20][CH:19]=1)([C:6]1[CH:11]=[CH:10][CH:9]=[CH:8][CH:7]=1)[C:12]1[CH:13]=[CH:14][CH:15]=[CH:16][CH:17]=1)(=[O:35])[C:32]([CH3:34])=[CH2:33]. The catalyst class is: 11. (7) Reactant: [CH2:1]([O:8][C:9]1[CH:14]=[CH:13][C:12]([CH2:15][C@H:16]([N:27]([CH3:44])[NH:28][C:29](=[O:43])[CH2:30][CH2:31][NH:32][C:33]([NH:35][CH2:36][C:37]2[CH:42]=[CH:41][CH:40]=[CH:39][CH:38]=2)=[O:34])[C:17]([O:19]CC2C=CC=CC=2)=[O:18])=[CH:11][CH:10]=1)[C:2]1[CH:7]=[CH:6][CH:5]=[CH:4][CH:3]=1.CO.O.[OH-].[Li+].Cl. Product: [CH2:1]([O:8][C:9]1[CH:10]=[CH:11][C:12]([CH2:15][C@H:16]([N:27]([CH3:44])[NH:28][C:29](=[O:43])[CH2:30][CH2:31][NH:32][C:33]([NH:35][CH2:36][C:37]2[CH:38]=[CH:39][CH:40]=[CH:41][CH:42]=2)=[O:34])[C:17]([OH:19])=[O:18])=[CH:13][CH:14]=1)[C:2]1[CH:3]=[CH:4][CH:5]=[CH:6][CH:7]=1. The catalyst class is: 30.